This data is from Full USPTO retrosynthesis dataset with 1.9M reactions from patents (1976-2016). The task is: Predict the reactants needed to synthesize the given product. (1) Given the product [CH2:8]([O:10][C:11]1[CH:16]=[CH:15][C:14]([S:17]([N:5]2[CH2:6][CH2:7][N:2]([CH3:1])[CH2:3][CH2:4]2)(=[O:19])=[O:18])=[CH:13][C:12]=1[C:21]1[NH:26][C:25](=[O:27])[N:24]2[C:28]([CH3:34])=[N:29][C:30]([CH2:31][CH2:32][CH3:33])=[C:23]2[N:22]=1)[CH3:9], predict the reactants needed to synthesize it. The reactants are: [CH3:1][N:2]1[CH2:7][CH2:6][NH:5][CH2:4][CH2:3]1.[CH2:8]([O:10][C:11]1[CH:16]=[CH:15][C:14]([S:17](Cl)(=[O:19])=[O:18])=[CH:13][C:12]=1[C:21]1[NH:26][C:25](=[O:27])[N:24]2[C:28]([CH3:34])=[N:29][C:30]([CH2:31][CH2:32][CH3:33])=[C:23]2[N:22]=1)[CH3:9]. (2) Given the product [C:18]([N:16]1[CH2:15][CH2:14][N:13]([S:21]([C:24]2[CH:29]=[CH:28][C:27]([O:30][C:31]([F:33])([F:32])[F:34])=[C:26]([CH2:45][CH2:44][CH2:43][C:42]([OH:47])=[O:41])[CH:25]=2)(=[O:22])=[O:23])[C@@H:12]([C:10](=[O:11])[NH:9][CH2:8][C:7]2[CH:36]=[CH:37][C:4]([CH:1]([CH3:3])[CH3:2])=[CH:5][CH:6]=2)[CH2:17]1)(=[O:20])[CH3:19], predict the reactants needed to synthesize it. The reactants are: [CH:1]([C:4]1[CH:37]=[CH:36][C:7]([CH2:8][NH:9][C:10]([C@H:12]2[CH2:17][N:16]([C:18](=[O:20])[CH3:19])[CH2:15][CH2:14][N:13]2[S:21]([C:24]2[CH:29]=[CH:28][C:27]([O:30][C:31]([F:34])([F:33])[F:32])=[C:26](I)[CH:25]=2)(=[O:23])=[O:22])=[O:11])=[CH:6][CH:5]=1)([CH3:3])[CH3:2].[Br-].C([O:41][C:42](=[O:47])[CH2:43][CH2:44][CH2:45][Zn+])C.O1CCCC1.Cl.